Dataset: Full USPTO retrosynthesis dataset with 1.9M reactions from patents (1976-2016). Task: Predict the reactants needed to synthesize the given product. (1) Given the product [NH2:47][C:46]1[C:41]2[CH:40]=[CH:39][N:38]([C@@H:30]3[CH2:29][C@H:28]([CH2:27][N:25]([CH:23]4[CH2:22][CH:21]([CH2:20][CH2:19][C:17]5[NH:16][C:15]6[CH:59]=[CH:60][C:12]([C:8]([CH3:9])([CH3:10])[CH3:11])=[CH:13][C:14]=6[N:18]=5)[CH2:24]4)[CH3:26])[C@@H:32]([OH:33])[C@H:31]3[OH:35])[C:42]=2[N:43]=[CH:44][N:45]=1, predict the reactants needed to synthesize it. The reactants are: FC(F)(F)C(O)=O.[C:8]([C:12]1[CH:60]=[CH:59][C:15]2[NH:16][C:17]([CH2:19][CH2:20][CH:21]3[CH2:24][CH:23]([N:25]([CH2:27][C@@H:28]4[C@H:32]5[O:33]C(C)(C)[O:35][C@H:31]5[C@H:30]([N:38]5[C:42]6[N:43]=[CH:44][N:45]=[C:46]([NH:47]CC7C=CC(OC)=CC=7OC)[C:41]=6[CH:40]=[CH:39]5)[CH2:29]4)[CH3:26])[CH2:22]3)=[N:18][C:14]=2[CH:13]=1)([CH3:11])([CH3:10])[CH3:9].C([SiH](CC)CC)C. (2) Given the product [C:13]([O:16][CH2:17][C:18]([CH3:53])([CH3:52])[CH2:19][N:20]1[C:26]2[CH:27]=[CH:28][C:29]([Cl:31])=[CH:30][C:25]=2[C@@H:24]([C:32]2[CH:37]=[CH:36][CH:35]=[C:34]([O:38][CH3:39])[C:33]=2[O:40][CH3:41])[O:23][C@H:22]([CH2:42][C:43]2[S:44][C:45]([C:57](=[O:59])[CH2:56][C:55]([O:61][CH2:62][CH3:63])=[O:60])=[CH:46][N:47]=2)[C:21]1=[O:51])(=[O:15])[CH3:14], predict the reactants needed to synthesize it. The reactants are: C(N1C=CN=C1)(N1C=CN=C1)=O.[C:13]([O:16][CH2:17][C:18]([CH3:53])([CH3:52])[CH2:19][N:20]1[C:26]2[CH:27]=[CH:28][C:29]([Cl:31])=[CH:30][C:25]=2[C@@H:24]([C:32]2[CH:37]=[CH:36][CH:35]=[C:34]([O:38][CH3:39])[C:33]=2[O:40][CH3:41])[O:23][C@H:22]([CH2:42][C:43]2[S:44][C:45](C(O)=O)=[CH:46][N:47]=2)[C:21]1=[O:51])(=[O:15])[CH3:14].[K+].[C:55]([O:61][CH2:62][CH3:63])(=[O:60])[CH2:56][C:57]([O-:59])=O.[Cl-].[Mg+2].[Cl-].Cl.